This data is from Reaction yield outcomes from USPTO patents with 853,638 reactions. The task is: Predict the reaction yield, written as a fraction of the theoretical maximum amount of product (1.0 means a 100% yield; for example, 0.34 means a 34% yield). (1) The reactants are S(Cl)([Cl:4])(=O)=O.[CH2:6]([NH:8][C:9]([N:11]1[C:15]([CH3:16])=[CH:14][C:13]([O:17][C:18]2[C:23]([Cl:24])=[CH:22][C:21]([C:25]([F:28])([F:27])[F:26])=[CH:20][N:19]=2)=[N:12]1)=[O:10])[CH3:7]. The catalyst is C(O)(=O)C. The product is [CH2:6]([NH:8][C:9]([N:11]1[C:15]([CH3:16])=[C:14]([Cl:4])[C:13]([O:17][C:18]2[C:23]([Cl:24])=[CH:22][C:21]([C:25]([F:26])([F:27])[F:28])=[CH:20][N:19]=2)=[N:12]1)=[O:10])[CH3:7]. The yield is 0.921. (2) The reactants are [N+:1]([C:4]1[CH:5]=[C:6]([C:10]2[CH:11]=[CH:12][C:13]([NH2:16])=[N:14][CH:15]=2)[CH:7]=[CH:8][CH:9]=1)([O-])=O.N1C=CC=CC=1.[C:23](O[C:23]([C:25]([F:28])([F:27])[F:26])=[O:24])([C:25]([F:28])([F:27])[F:26])=[O:24].Cl. The catalyst is C(Cl)Cl.CCOC(C)=O.O=[Pt]=O. The product is [NH2:1][C:4]1[CH:5]=[C:6]([C:10]2[CH:11]=[CH:12][C:13]([NH:16][C:23](=[O:24])[C:25]([F:28])([F:27])[F:26])=[N:14][CH:15]=2)[CH:7]=[CH:8][CH:9]=1. The yield is 0.950. (3) The reactants are [S:1]1[CH:5]=[CH:4][C:3]2[CH:6]=[C:7]([CH:10]3[C:19]4[C:14](=[CH:15][CH:16]=[CH:17][CH:18]=4)[CH2:13][NH:12][CH2:11]3)[CH:8]=[CH:9][C:2]1=2.Cl[CH2:21][C:22]#[N:23].[C:24](=[O:27])([O-:26])[O-].[Cs+].[Cs+].[C:30]([O:33]CC)(=[O:32])C. The catalyst is CN(C=O)C. The product is [C:30]([OH:33])(=[O:32])/[CH:21]=[CH:22]/[C:24]([OH:26])=[O:27].[S:1]1[CH:5]=[CH:4][C:3]2[CH:6]=[C:7]([CH:10]3[C:19]4[C:14](=[CH:15][CH:16]=[CH:17][CH:18]=4)[CH2:13][N:12]([CH2:21][C:22]#[N:23])[CH2:11]3)[CH:8]=[CH:9][C:2]1=2. The yield is 0.310.